From a dataset of Reaction yield outcomes from USPTO patents with 853,638 reactions. Predict the reaction yield, written as a fraction of the theoretical maximum amount of product (1.0 means a 100% yield; for example, 0.34 means a 34% yield). The reactants are [CH2:1]([C:3]1[S:28][C:6]2[N:7]([CH2:13][C:14]3[CH:19]=[CH:18][C:17]([C:20]4[C:21]([C:26]#[N:27])=[CH:22][CH:23]=[CH:24][CH:25]=4)=[CH:16][CH:15]=3)[C:8](=[O:12])[NH:9][C:10](=[O:11])[C:5]=2[CH:4]=1)[CH3:2].Br[CH2:30][C:31]([C:33]1[N:37]([CH3:38])[C:36]2[CH:39]=[CH:40][CH:41]=[CH:42][C:35]=2[N:34]=1)=[O:32].CN(C)C=O.[H-].[Na+]. The catalyst is O.C(OCC)(=O)C. The product is [CH2:1]([C:3]1[S:28][C:6]2[N:7]([CH2:13][C:14]3[CH:19]=[CH:18][C:17]([C:20]4[C:21]([C:26]#[N:27])=[CH:22][CH:23]=[CH:24][CH:25]=4)=[CH:16][CH:15]=3)[C:8](=[O:12])[N:9]([CH2:30][C:31]([C:33]3[N:37]([CH3:38])[C:36]4[CH:39]=[CH:40][CH:41]=[CH:42][C:35]=4[N:34]=3)=[O:32])[C:10](=[O:11])[C:5]=2[CH:4]=1)[CH3:2]. The yield is 0.190.